From a dataset of Peptide-MHC class I binding affinity with 185,985 pairs from IEDB/IMGT. Regression. Given a peptide amino acid sequence and an MHC pseudo amino acid sequence, predict their binding affinity value. This is MHC class I binding data. (1) The peptide sequence is KLKVDSDSGL. The MHC is HLA-A68:02 with pseudo-sequence HLA-A68:02. The binding affinity (normalized) is 0.0529. (2) The peptide sequence is GMIPFFDFA. The MHC is HLA-B15:01 with pseudo-sequence HLA-B15:01. The binding affinity (normalized) is 0.0847. (3) The peptide sequence is QRNGRIDRY. The MHC is HLA-B58:01 with pseudo-sequence HLA-B58:01. The binding affinity (normalized) is 0.0847.